This data is from Catalyst prediction with 721,799 reactions and 888 catalyst types from USPTO. The task is: Predict which catalyst facilitates the given reaction. (1) Reactant: C[O:2][C:3](=[O:40])[CH2:4][O:5][CH2:6][C:7]1[S:8][C:9]([C:13]([C:18]2[CH:23]=[CH:22][C:21]([O:24][CH2:25][CH:26]([O:31][Si](C(C)(C)C)(C)C)[C:27]([CH3:30])([CH3:29])[CH3:28])=[C:20]([CH3:39])[CH:19]=2)([CH2:16][CH3:17])[CH2:14][CH3:15])=[CH:10][C:11]=1[CH3:12].CCCC[N+](CCCC)(CCCC)CCCC.[F-].C1COCC1. Product: [CH2:14]([C:13]([C:9]1[S:8][C:7]([CH2:6][O:5][CH2:4][C:3]([OH:40])=[O:2])=[C:11]([CH3:12])[CH:10]=1)([C:18]1[CH:23]=[CH:22][C:21]([O:24][CH2:25][CH:26]([OH:31])[C:27]([CH3:29])([CH3:30])[CH3:28])=[C:20]([CH3:39])[CH:19]=1)[CH2:16][CH3:17])[CH3:15]. The catalyst class is: 1. (2) The catalyst class is: 4. Product: [F:21][C:22]1[CH:30]=[CH:29][CH:28]=[CH:27][C:23]=1[C:24]([N:18]1[CH2:19][CH2:20][C@H:17]1[CH2:16][OH:15])=[O:25]. Reactant: C(N(CC)CC)C.FC(F)(F)C(O)=O.[OH:15][CH2:16][C@@H:17]1[CH2:20][CH2:19][NH:18]1.[F:21][C:22]1[CH:30]=[CH:29][CH:28]=[CH:27][C:23]=1[C:24](Cl)=[O:25].O.